From a dataset of NCI-60 drug combinations with 297,098 pairs across 59 cell lines. Regression. Given two drug SMILES strings and cell line genomic features, predict the synergy score measuring deviation from expected non-interaction effect. (1) Drug 1: CCCS(=O)(=O)NC1=C(C(=C(C=C1)F)C(=O)C2=CNC3=C2C=C(C=N3)C4=CC=C(C=C4)Cl)F. Drug 2: C1=NC(=NC(=O)N1C2C(C(C(O2)CO)O)O)N. Cell line: HT29. Synergy scores: CSS=35.4, Synergy_ZIP=4.33, Synergy_Bliss=5.00, Synergy_Loewe=0.0191, Synergy_HSA=5.66. (2) Drug 1: COC1=NC(=NC2=C1N=CN2C3C(C(C(O3)CO)O)O)N. Drug 2: CC1CCC2CC(C(=CC=CC=CC(CC(C(=O)C(C(C(=CC(C(=O)CC(OC(=O)C3CCCCN3C(=O)C(=O)C1(O2)O)C(C)CC4CCC(C(C4)OC)OCCO)C)C)O)OC)C)C)C)OC. Cell line: MOLT-4. Synergy scores: CSS=51.7, Synergy_ZIP=-2.67, Synergy_Bliss=-3.38, Synergy_Loewe=-10.3, Synergy_HSA=-4.60. (3) Drug 2: CCC1(C2=C(COC1=O)C(=O)N3CC4=CC5=C(C=CC(=C5CN(C)C)O)N=C4C3=C2)O.Cl. Cell line: BT-549. Synergy scores: CSS=45.7, Synergy_ZIP=-8.94, Synergy_Bliss=-6.33, Synergy_Loewe=-6.71, Synergy_HSA=-3.82. Drug 1: CCC1=CC2CC(C3=C(CN(C2)C1)C4=CC=CC=C4N3)(C5=C(C=C6C(=C5)C78CCN9C7C(C=CC9)(C(C(C8N6C)(C(=O)OC)O)OC(=O)C)CC)OC)C(=O)OC.C(C(C(=O)O)O)(C(=O)O)O.